From a dataset of Full USPTO retrosynthesis dataset with 1.9M reactions from patents (1976-2016). Predict the reactants needed to synthesize the given product. (1) Given the product [N:1]1[CH:2]=[CH:3][N:4]2[CH:9]=[CH:8][C:7]([C:10]#[N:12])=[CH:6][C:5]=12, predict the reactants needed to synthesize it. The reactants are: [N:1]1[CH:2]=[CH:3][N:4]2[CH:9]=[CH:8][C:7]([C:10]([NH2:12])=O)=[CH:6][C:5]=12.C(N(CC)CC)C.FC(F)(F)C(OC(=O)C(F)(F)F)=O. (2) The reactants are: C(OC([N:8]([CH2:41][C:42]([O:44]C(C)(C)C)=[O:43])[C:9]1[CH:14]=[CH:13][CH:12]=[C:11]([CH:15]([S:31]([C:34]2[CH:39]=[CH:38][CH:37]=[C:36]([F:40])[CH:35]=2)(=[O:33])=[O:32])[NH:16][CH2:17][C:18]2[CH:23]=[CH:22][C:21]([C:24]([CH3:30])([CH3:29])[CH2:25][CH2:26][CH2:27][CH3:28])=[CH:20][CH:19]=2)[N:10]=1)=O)(C)(C)C.FC(F)(F)C(O)=O. Given the product [F:40][C:36]1[CH:35]=[C:34]([S:31]([CH:15]([NH:16][CH2:17][C:18]2[CH:19]=[CH:20][C:21]([C:24]([CH3:29])([CH3:30])[CH2:25][CH2:26][CH2:27][CH3:28])=[CH:22][CH:23]=2)[C:11]2[N:10]=[C:9]([NH:8][CH2:41][C:42]([OH:44])=[O:43])[CH:14]=[CH:13][CH:12]=2)(=[O:32])=[O:33])[CH:39]=[CH:38][CH:37]=1, predict the reactants needed to synthesize it. (3) The reactants are: [ClH:1].[Cl:2]C1C=CC([C:9]2[C:10]([C:22]([OH:24])=O)=[N:11][CH:12]=[C:13]([C:15]3[CH:20]=[CH:19][CH:18]=[CH:17][C:16]=3[Cl:21])[CH:14]=2)=CC=1OCCCN(C)C.ON1[C:37](=[O:38])[CH2:36][CH2:35][C:34]1=O.CCN=C=N[CH2:45][CH2:46][CH2:47][N:48]([CH3:50])[CH3:49].Cl.CCN([CH:58]([CH3:60])C)C(C)C.[NH2:61][C@H:62]([C:71]([CH3:74])([CH3:73])[CH3:72])[CH2:63][C:64]([O:66]C(C)(C)C)=[O:65].Cl. Given the product [ClH:2].[Cl:1][C:58]1[CH:60]=[CH:34][C:35]([C:12]2[N:11]=[C:10]([C:22]([NH:61][C@H:62]([C:71]([CH3:72])([CH3:73])[CH3:74])[CH2:63][C:64]([OH:66])=[O:65])=[O:24])[CH:9]=[CH:14][C:13]=2[C:15]2[CH:20]=[CH:19][CH:18]=[CH:17][C:16]=2[Cl:21])=[CH:36][C:37]=1[O:38][CH2:45][CH2:46][CH2:47][N:48]([CH3:49])[CH3:50], predict the reactants needed to synthesize it. (4) Given the product [NH2:14][C:11]1[C:10]2[C:15]([CH2:18][O:19][C:20]3[CH:25]=[C:24]([NH:26][C:27](=[O:39])[C:28]4[CH:33]=[CH:32][C:31]([NH:34][CH2:35][CH2:36][OH:37])=[C:30]([Cl:38])[CH:29]=4)[CH:23]=[CH:22][C:21]=3[CH3:40])=[CH:16][S:17][C:9]=2[C:8]([C:6]([OH:7])=[O:5])=[CH:13][N:12]=1, predict the reactants needed to synthesize it. The reactants are: [OH-].[Na+].C([O:5][C:6]([C:8]1[C:9]2[S:17][CH:16]=[C:15]([CH2:18][O:19][C:20]3[CH:25]=[C:24]([NH:26][C:27](=[O:39])[C:28]4[CH:33]=[CH:32][C:31]([NH:34][CH2:35][CH2:36][OH:37])=[C:30]([Cl:38])[CH:29]=4)[CH:23]=[CH:22][C:21]=3[CH3:40])[C:10]=2[C:11]([NH2:14])=[N:12][CH:13]=1)=[O:7])C. (5) Given the product [Cl:34][C:26]1[CH:25]=[C:24]([C:23]2[N:22]=[C:12]([C:11]3[CH:15]=[CH:16][C:8]([N:3]4[CH2:4][CH2:5][CH2:6][CH2:7][CH:2]4[CH3:1])=[C:9]([NH:17][S:18]([CH3:21])(=[O:20])=[O:19])[CH:10]=3)[O:14][N:35]=2)[CH:33]=[CH:32][C:27]=1[C:28]([O:30][CH3:31])=[O:29], predict the reactants needed to synthesize it. The reactants are: [CH3:1][CH:2]1[CH2:7][CH2:6][CH2:5][CH2:4][N:3]1[C:8]1[CH:16]=[CH:15][C:11]([C:12]([OH:14])=O)=[CH:10][C:9]=1[NH:17][S:18]([CH3:21])(=[O:20])=[O:19].[NH2:22][C:23](=[N:35]O)[C:24]1[CH:33]=[CH:32][C:27]([C:28]([O:30][CH3:31])=[O:29])=[C:26]([Cl:34])[CH:25]=1.Cl.C(N=C=NCCCN(C)C)C.CCN(C(C)C)C(C)C. (6) Given the product [F:37][C:18]1[C:17]([CH3:22])=[C:16]([C:4]2([C:23]([O:25][CH3:26])=[O:24])[CH2:5][CH:6]=[C:7]([C:30]3[CH:31]=[N:32][CH:33]=[C:28]([F:27])[CH:29]=3)[CH2:2][CH2:3]2)[CH:21]=[CH:20][CH:19]=1, predict the reactants needed to synthesize it. The reactants are: F[CH:2]1[C:7](OS(C(F)(F)F)(=O)=O)=[CH:6][CH2:5][C:4]([C:23]([O:25][CH3:26])=[O:24])([C:16]2[CH:21]=[CH:20][CH:19]=[CH:18][C:17]=2[CH3:22])[CH2:3]1.[F:27][C:28]1[CH:29]=[C:30](B(O)O)[CH:31]=[N:32][CH:33]=1.[F-:37].[Cs+].COCCOC. (7) Given the product [Cl:1][C:2]1[CH:10]=[CH:9][C:5]([C:6]([NH:35][CH2:34][CH:33]([C:30]2[CH:31]=[CH:32][C:27]([N+:24]([O-:26])=[O:25])=[CH:28][CH:29]=2)[CH3:36])=[O:7])=[C:4]([NH:11][S:12]([C:15]2[C:16]([F:22])=[CH:17][CH:18]=[CH:19][C:20]=2[F:21])(=[O:14])=[O:13])[CH:3]=1, predict the reactants needed to synthesize it. The reactants are: [Cl:1][C:2]1[CH:10]=[CH:9][C:5]([C:6](O)=[O:7])=[C:4]([NH:11][S:12]([C:15]2[C:20]([F:21])=[CH:19][CH:18]=[CH:17][C:16]=2[F:22])(=[O:14])=[O:13])[CH:3]=1.Cl.[N+:24]([C:27]1[CH:32]=[CH:31][C:30]([CH:33]([CH3:36])[CH2:34][NH2:35])=[CH:29][CH:28]=1)([O-:26])=[O:25].[N+](C1C=CC(CC#N)=CC=1)([O-])=O.